From a dataset of Catalyst prediction with 721,799 reactions and 888 catalyst types from USPTO. Predict which catalyst facilitates the given reaction. (1) Reactant: [S:1]1[C:5]2[CH:6]=[CH:7][CH:8]=[CH:9][C:4]=2[N:3]=[C:2]1[O:10][C:11]1[CH:16]=[CH:15][C:14]([CH2:17][CH2:18][N:19]2[CH2:24][CH2:23][CH:22]([C:25]([OH:27])=O)[CH2:21][CH2:20]2)=[CH:13][CH:12]=1.CN1CCOCC1.N1C(Cl)=NC(Cl)=NC=1Cl.[CH2:44]([O:51][NH2:52])[C:45]1[CH:50]=[CH:49][CH:48]=[CH:47][CH:46]=1. Product: [CH2:44]([O:51][NH:52][C:25]([CH:22]1[CH2:21][CH2:20][N:19]([CH2:18][CH2:17][C:14]2[CH:15]=[CH:16][C:11]([O:10][C:2]3[S:1][C:5]4[CH:6]=[CH:7][CH:8]=[CH:9][C:4]=4[N:3]=3)=[CH:12][CH:13]=2)[CH2:24][CH2:23]1)=[O:27])[C:45]1[CH:50]=[CH:49][CH:48]=[CH:47][CH:46]=1. The catalyst class is: 2. (2) Reactant: [Cl:1][C:2]1[CH:3]=[C:4]([CH:8]=[CH:9][C:10]=1[N:11]1[CH2:16][CH2:15][CH2:14][CH2:13][C:12]1=[O:17])[C:5]([OH:7])=O.CN(C(ON1N=NC2C=CC=CC1=2)=[N+](C)C)C.[B-](F)(F)(F)F.CN1CCOCC1.[Cl:47][C:48]1[CH:61]=[CH:60][C:51]2[NH:52][C:53]([C@@H:55]([NH2:59])[CH2:56][O:57][CH3:58])=[N:54][C:50]=2[CH:49]=1. Product: [Cl:1][C:2]1[CH:3]=[C:4]([CH:8]=[CH:9][C:10]=1[N:11]1[CH2:16][CH2:15][CH2:14][CH2:13][C:12]1=[O:17])[C:5]([NH:59][C@H:55]([C:53]1[NH:52][C:51]2[CH:60]=[CH:61][C:48]([Cl:47])=[CH:49][C:50]=2[N:54]=1)[CH2:56][O:57][CH3:58])=[O:7]. The catalyst class is: 3. (3) Reactant: [NH:1]1[CH:5]=[C:4]([C:6]2[CH:57]=[CH:56][C:9]([O:10][CH2:11][CH2:12][CH2:13][C:14]3[S:18][C:17]([N:19]4[CH2:28][CH2:27][C:26]5[C:21](=[C:22]([C:29](=[O:48])[N:30]([C:39]6[S:40][C:41]7[CH:47]=[CH:46][CH:45]=[CH:44][C:42]=7[N:43]=6)COCC[Si](C)(C)C)[CH:23]=[CH:24][CH:25]=5)[CH2:20]4)=[N:16][C:15]=3[C:49]([O:51]C(C)(C)C)=[O:50])=[CH:8][CH:7]=2)[CH:3]=[N:2]1.Cl. Product: [NH:1]1[CH:5]=[C:4]([C:6]2[CH:57]=[CH:56][C:9]([O:10][CH2:11][CH2:12][CH2:13][C:14]3[S:18][C:17]([N:19]4[CH2:28][CH2:27][C:26]5[C:21](=[C:22]([C:29](=[O:48])[NH:30][C:39]6[S:40][C:41]7[CH:47]=[CH:46][CH:45]=[CH:44][C:42]=7[N:43]=6)[CH:23]=[CH:24][CH:25]=5)[CH2:20]4)=[N:16][C:15]=3[C:49]([OH:51])=[O:50])=[CH:8][CH:7]=2)[CH:3]=[N:2]1. The catalyst class is: 158. (4) Reactant: [CH:1]1([NH:4][C:5]2[N:10]3[N:11]=[CH:12][C:13]([CH:14]=O)=[C:9]3[N:8]=[C:7]([C:16]3[CH:21]=[CH:20][CH:19]=[C:18]([OH:22])[CH:17]=3)[CH:6]=2)[CH2:3][CH2:2]1.C1(P(=[C:42]2[CH2:47][C:46](=[O:48])[NH:45][C:43]2=[O:44])(C2C=CC=CC=2)C2C=CC=CC=2)C=CC=CC=1. Product: [CH:1]1([NH:4][C:5]2[N:10]3[N:11]=[CH:12][C:13]([CH:14]=[C:42]4[CH2:47][C:46](=[O:48])[NH:45][C:43]4=[O:44])=[C:9]3[N:8]=[C:7]([C:16]3[CH:21]=[CH:20][CH:19]=[C:18]([OH:22])[CH:17]=3)[CH:6]=2)[CH2:3][CH2:2]1. The catalyst class is: 5. (5) Reactant: [OH-].[Na+].[CH2:3]([O:6][C@@H:7]([CH2:12][C:13]1[CH:18]=[CH:17][C:16]([C:19]2[CH:24]=[CH:23][CH:22]=[C:21]([N:25]([CH3:36])[C:26]([NH:28][CH2:29][CH2:30][CH2:31][CH2:32][CH2:33][CH2:34][CH3:35])=[O:27])[CH:20]=2)=[CH:15][CH:14]=1)[C:8]([O:10]C)=[O:9])[CH:4]=[CH2:5].C1COCC1.CO.O. Product: [CH2:3]([O:6][C@@H:7]([CH2:12][C:13]1[CH:18]=[CH:17][C:16]([C:19]2[CH:24]=[CH:23][CH:22]=[C:21]([N:25]([CH3:36])[C:26]([NH:28][CH2:29][CH2:30][CH2:31][CH2:32][CH2:33][CH2:34][CH3:35])=[O:27])[CH:20]=2)=[CH:15][CH:14]=1)[C:8]([OH:10])=[O:9])[CH:4]=[CH2:5]. The catalyst class is: 15.